Dataset: Merck oncology drug combination screen with 23,052 pairs across 39 cell lines. Task: Regression. Given two drug SMILES strings and cell line genomic features, predict the synergy score measuring deviation from expected non-interaction effect. (1) Drug 1: CCN(CC)CCNC(=O)c1c(C)[nH]c(C=C2C(=O)Nc3ccc(F)cc32)c1C. Drug 2: CC(C)CC(NC(=O)C(Cc1ccccc1)NC(=O)c1cnccn1)B(O)O. Cell line: UACC62. Synergy scores: synergy=-6.58. (2) Cell line: NCIH460. Drug 1: O=c1[nH]cc(F)c(=O)[nH]1. Synergy scores: synergy=-23.4. Drug 2: Cn1nnc2c(C(N)=O)ncn2c1=O. (3) Drug 1: Nc1ccn(C2OC(CO)C(O)C2(F)F)c(=O)n1. Drug 2: CNC(=O)c1cc(Oc2ccc(NC(=O)Nc3ccc(Cl)c(C(F)(F)F)c3)cc2)ccn1. Cell line: NCIH23. Synergy scores: synergy=-13.3.